This data is from Full USPTO retrosynthesis dataset with 1.9M reactions from patents (1976-2016). The task is: Predict the reactants needed to synthesize the given product. (1) Given the product [C:1]([N:4]1[C:5]2[C:6](=[CH:7][CH:8]=[CH:9][CH:10]=2)[C:11]([C:12]([O:14][CH3:15])=[O:13])=[N:16]1)(=[O:3])[CH3:2], predict the reactants needed to synthesize it. The reactants are: [C:1]([NH:4][C:5]1[CH:10]=[CH:9][CH:8]=[CH:7][C:6]=1[CH2:11][C:12]([O:14][CH3:15])=[O:13])(=[O:3])[CH3:2].[N:16](OC(C)(C)C)=O. (2) Given the product [OH:42][CH:39]1[CH2:40][CH2:41][N:37]([S:34]([C:30]2[S:29][C:28]([NH:27][C:12]([C:11]3[CH:10]=[N:9][N:8]4[C:3]([C:2]([F:26])([F:25])[F:1])=[CH:4][C:5]([C:15]5[CH:20]=[CH:19][C:18]([C:21]([F:24])([F:22])[F:23])=[CH:17][CH:16]=5)=[N:6][C:7]=34)=[O:13])=[N:32][C:31]=2[CH3:33])(=[O:36])=[O:35])[CH2:38]1, predict the reactants needed to synthesize it. The reactants are: [F:1][C:2]([F:26])([F:25])[C:3]1[N:8]2[N:9]=[CH:10][C:11]([C:12](O)=[O:13])=[C:7]2[N:6]=[C:5]([C:15]2[CH:20]=[CH:19][C:18]([C:21]([F:24])([F:23])[F:22])=[CH:17][CH:16]=2)[CH:4]=1.[NH2:27][C:28]1[S:29][C:30]([S:34]([N:37]2[CH2:41][CH2:40][CH:39]([OH:42])[CH2:38]2)(=[O:36])=[O:35])=[C:31]([CH3:33])[N:32]=1. (3) The reactants are: [Cl:1][C:2]1[CH:29]=[C:28]([CH3:30])[CH:27]=[C:26]([Cl:31])[C:3]=1[O:4][CH2:5][CH2:6][O:7][C:8]1[CH:25]=[CH:24][C:11]([CH2:12][CH:13]([C:16]([N:18]2[CH2:23][CH2:22][O:21][CH2:20][CH2:19]2)=[O:17])[C:14]#[N:15])=[CH:10][CH:9]=1.CC(OC(OC(OC(C)(C)C)=O)=O)(C)C.C(N(CC)CC)C. Given the product [ClH:1].[NH2:15][CH2:14][CH:13]([CH2:12][C:11]1[CH:24]=[CH:25][C:8]([O:7][CH2:6][CH2:5][O:4][C:3]2[C:2]([Cl:1])=[CH:29][C:28]([CH3:30])=[CH:27][C:26]=2[Cl:31])=[CH:9][CH:10]=1)[C:16]([N:18]1[CH2:19][CH2:20][O:21][CH2:22][CH2:23]1)=[O:17], predict the reactants needed to synthesize it. (4) Given the product [Cl:1][C:2]1[CH:7]=[CH:6][CH:5]=[CH:4][C:3]=1[N:8]1[C:12]([S:13][C:14]2[CH:19]=[CH:18][CH:17]=[C:16]([CH3:20])[N:15]=2)=[CH:11][C:10]([CH:21]=[O:22])=[N:9]1, predict the reactants needed to synthesize it. The reactants are: [Cl:1][C:2]1[CH:7]=[CH:6][CH:5]=[CH:4][C:3]=1[N:8]1[C:12]([S:13][C:14]2[CH:19]=[CH:18][CH:17]=[C:16]([CH3:20])[N:15]=2)=[CH:11][C:10]([C:21](OCC)=[O:22])=[N:9]1.[H-].C([Al+]CC(C)C)C(C)C.[OH-].[Na+]. (5) Given the product [CH:20]1([N:19]([CH2:18][C:16]2[N:15]=[CH:14][S:13][CH:17]=2)[C:8]([C:7]2[C:3]([CH:2]([F:12])[F:1])=[N:4][N:5]([CH3:11])[CH:6]=2)=[O:9])[CH2:22][CH2:21]1, predict the reactants needed to synthesize it. The reactants are: [F:1][CH:2]([F:12])[C:3]1[C:7]([C:8](Cl)=[O:9])=[CH:6][N:5]([CH3:11])[N:4]=1.[S:13]1[CH:17]=[C:16]([CH2:18][NH:19][CH:20]2[CH2:22][CH2:21]2)[N:15]=[CH:14]1.C(N(CC)CC)C.CCCCC.C(OCC)(=O)C. (6) Given the product [Cl:1][C:2]1[CH:3]=[CH:4][C:5]([C:8]2[C:9]([O:17][CH2:18][C:19]([F:22])([F:21])[F:20])=[N:10][CH:11]=[C:12]([CH:16]=2)[C:13]([NH:32][CH2:31][C:28]2[N:27]=[C:26]([C:25]([F:34])([F:33])[F:24])[O:30][N:29]=2)=[O:14])=[CH:6][CH:7]=1, predict the reactants needed to synthesize it. The reactants are: [Cl:1][C:2]1[CH:7]=[CH:6][C:5]([C:8]2[C:9]([O:17][CH2:18][C:19]([F:22])([F:21])[F:20])=[N:10][CH:11]=[C:12]([CH:16]=2)[C:13](O)=[O:14])=[CH:4][CH:3]=1.Cl.[F:24][C:25]([F:34])([F:33])[C:26]1[O:30][N:29]=[C:28]([CH2:31][NH2:32])[N:27]=1. (7) Given the product [CH:16]1([C@H:20]([NH:22][C:23]2[N:31]=[C:30]([C:32]#[N:33])[N:29]=[C:28]3[C:24]=2[N:25]([CH2:34][C@H:35]2[CH2:36][CH2:37][C@H:38]([CH3:41])[CH2:39][CH2:40]2)[C:26]([CH:42]([OH:44])[CH3:43])=[N:27]3)[CH3:21])[CH2:19][CH2:18][CH2:17]1, predict the reactants needed to synthesize it. The reactants are: [Li]CCCC.CC1(C)CCCC(C)(C)N1.[CH:16]1([C@H:20]([NH:22][C:23]2[N:31]=[C:30]([C:32]#[N:33])[N:29]=[C:28]3[C:24]=2[N:25]([CH2:34][C@H:35]2[CH2:40][CH2:39][C@H:38]([CH3:41])[CH2:37][CH2:36]2)[CH:26]=[N:27]3)[CH3:21])[CH2:19][CH2:18][CH2:17]1.[CH:42](=[O:44])[CH3:43]. (8) Given the product [NH2:28][C:19]1[N:24]=[C:23]([N:8]2[C@H:3]([CH2:1][CH3:2])[CH2:4][O:5][C@H:6]([C:9]([NH:11][C:12]3[CH:17]=[CH:16][CH:15]=[CH:14][CH:13]=3)=[O:10])[CH2:7]2)[CH:22]=[C:21]([Cl:25])[N:20]=1, predict the reactants needed to synthesize it. The reactants are: [CH2:1]([C@H:3]1[NH:8][CH2:7][C@@H:6]([C:9]([NH:11][C:12]2[CH:17]=[CH:16][CH:15]=[CH:14][CH:13]=2)=[O:10])[O:5][CH2:4]1)[CH3:2].Cl[C:19]1[N:24]=[CH:23][CH:22]=[C:21]([Cl:25])[N:20]=1.CC[N:28](C(C)C)C(C)C. (9) Given the product [CH3:21][O:22][CH:23]([C:26]1[CH:27]=[C:28]([NH:29][C:16](=[O:18])[CH2:15][C:12]2[CH:13]=[CH:14][C:9]([O:8][CH2:1][C:2]3[CH:3]=[CH:4][CH:5]=[CH:6][CH:7]=3)=[CH:10][C:11]=2[O:19][CH3:20])[CH:30]=[CH:31][CH:32]=1)[O:24][CH3:25], predict the reactants needed to synthesize it. The reactants are: [CH2:1]([O:8][C:9]1[CH:14]=[CH:13][C:12]([CH2:15][C:16]([OH:18])=O)=[C:11]([O:19][CH3:20])[CH:10]=1)[C:2]1[CH:7]=[CH:6][CH:5]=[CH:4][CH:3]=1.[CH3:21][O:22][CH:23]([C:26]1[CH:27]=[C:28]([CH:30]=[CH:31][CH:32]=1)[NH2:29])[O:24][CH3:25]. (10) Given the product [CH3:1][O:2][C:3]([C:5]1[CH:6]=[C:7]2[CH:13]=[C:12]([C:14]([C:21]3[CH:22]=[CH:23][C:24]([S:27]([CH3:30])(=[O:29])=[O:28])=[CH:25][CH:26]=3)=[CH:15][CH:16]3[CH2:17][CH2:18][CH2:19][CH2:20]3)[NH:11][C:8]2=[N:9][CH:10]=1)=[O:4], predict the reactants needed to synthesize it. The reactants are: [CH3:1][O:2][C:3]([C:5]1[CH:6]=[C:7]2[CH:13]=[C:12]([C:14]([C:21]3[CH:26]=[CH:25][C:24]([S:27]([CH3:30])(=[O:29])=[O:28])=[CH:23][CH:22]=3)=[CH:15][CH:16]3[CH2:20][CH2:19][CH2:18][CH2:17]3)[N:11](S(C3C=CC=CC=3)(=O)=O)[C:8]2=[N:9][CH:10]=1)=[O:4].[F-].C([N+](CCCC)(CCCC)CCCC)CCC.